The task is: Predict which catalyst facilitates the given reaction.. This data is from Catalyst prediction with 721,799 reactions and 888 catalyst types from USPTO. (1) Reactant: [CH2:1]([SnH:5]([CH2:10][CH2:11][CH2:12][CH3:13])[CH2:6][CH2:7][CH2:8][CH3:9])[CH2:2][CH2:3][CH3:4].[Li+].CC([N-]C(C)C)C.[CH2:22]([Sn:26]([Li:35])([CH2:31][CH2:32][CH2:33][CH3:34])[CH2:27][CH2:28][CH2:29][CH3:30])[CH2:23][CH2:24][CH3:25].Br[C:37]1[N:42]=[CH:41][CH:40]=[CH:39][N:38]=1. Product: [CH2:22]([Sn:26]([Li:35])([CH2:27][CH2:28][CH2:29][CH3:30])[CH2:31][CH2:32][CH2:33][CH3:34])[CH2:23][CH2:24][CH3:25].[CH2:10]([Sn:5]([CH2:1][CH2:2][CH2:3][CH3:4])([CH2:6][CH2:7][CH2:8][CH3:9])[C:37]1[N:42]=[CH:41][CH:40]=[CH:39][N:38]=1)[CH2:11][CH2:12][CH3:13]. The catalyst class is: 1. (2) Reactant: [Cl:1][C:2]1[C:3]([O:12][C:13]2[CH:18]=[C:17]([O:19][CH2:20][CH2:21][O:22][CH3:23])[CH:16]=[CH:15][C:14]=2/[CH:24]=[C:25](\[CH3:29])/[C:26](O)=[O:27])=[N:4][CH:5]=[C:6]([C:8]([F:11])([F:10])[F:9])[CH:7]=1.Cl.C(N=C=NCCCN(C)C)C.[Cl:42][C:43]1[CH:44]=[C:45]([S:49]([NH2:52])(=[O:51])=[O:50])[CH:46]=[CH:47][CH:48]=1.Cl. Product: [Cl:42][C:43]1[CH:44]=[C:45]([S:49]([NH:52][C:26](=[O:27])/[C:25](/[CH3:29])=[CH:24]/[C:14]2[CH:15]=[CH:16][C:17]([O:19][CH2:20][CH2:21][O:22][CH3:23])=[CH:18][C:13]=2[O:12][C:3]2[C:2]([Cl:1])=[CH:7][C:6]([C:8]([F:9])([F:11])[F:10])=[CH:5][N:4]=2)(=[O:50])=[O:51])[CH:46]=[CH:47][CH:48]=1. The catalyst class is: 766. (3) Reactant: [Cl:1][C:2]1[CH:3]=[C:4]([C:12]2[O:16][N:15]=[C:14]([C:17]3[C:27]4[O:26][CH2:25][CH2:24][N:23]([C:28]([O:30][C:31]([CH3:34])([CH3:33])[CH3:32])=[O:29])[CH:22]([CH2:35][C:36]([O:38]CC)=[O:37])[C:21]=4[CH:20]=[CH:19][CH:18]=3)[N:13]=2)[CH:5]=[CH:6][C:7]=1[O:8][CH:9]([CH3:11])[CH3:10].[OH-].[Na+:42]. Product: [Na+:42].[Cl:1][C:2]1[CH:3]=[C:4]([C:12]2[O:16][N:15]=[C:14]([C:17]3[C:27]4[O:26][CH2:25][CH2:24][N:23]([C:28]([O:30][C:31]([CH3:32])([CH3:33])[CH3:34])=[O:29])[CH:22]([CH2:35][C:36]([O-:38])=[O:37])[C:21]=4[CH:20]=[CH:19][CH:18]=3)[N:13]=2)[CH:5]=[CH:6][C:7]=1[O:8][CH:9]([CH3:11])[CH3:10]. The catalyst class is: 8. (4) Reactant: Br[C:2]12[CH2:11][CH:6]3[CH2:7][CH:8]([CH2:10][CH:4]([CH2:5]3)[CH2:3]1)[CH2:9]2.C1COCC1.[C:17]1([Mg]Br)[CH:22]=[CH:21][CH:20]=[CH:19][CH:18]=1. Product: [C:17]1([C:2]23[CH2:11][CH:6]4[CH2:7][CH:8]([CH2:10][CH:4]([CH2:5]4)[CH2:3]2)[CH2:9]3)[CH:22]=[CH:21][CH:20]=[CH:19][CH:18]=1. The catalyst class is: 605.